From a dataset of Forward reaction prediction with 1.9M reactions from USPTO patents (1976-2016). Predict the product of the given reaction. (1) Given the reactants [C:1](N)(=[S:3])[CH3:2].Cl.O1CCOCC1.[F:12][C:13]1[CH:20]=[CH:19][C:18]([C:21]2[N:22]=[C:23]([CH:33]([CH3:35])[CH3:34])[NH:24][C:25]=2[C:26]2[CH:31]=[CH:30][CH:29]=[C:28]([CH3:32])[N:27]=2)=[CH:17][C:14]=1[C:15]#[N:16].C(=O)(O)[O-].[Na+].C(OC(OCC)CBr)C.Cl, predict the reaction product. The product is: [F:12][C:13]1[CH:20]=[CH:19][C:18]([C:21]2[N:22]=[C:23]([CH:33]([CH3:35])[CH3:34])[NH:24][C:25]=2[C:26]2[CH:31]=[CH:30][CH:29]=[C:28]([CH3:32])[N:27]=2)=[CH:17][C:14]=1[C:15]1[S:3][CH:1]=[CH:2][N:16]=1. (2) Given the reactants [C:1]([O:5][C:6]([N:8]1[CH2:13][CH2:12][CH2:11][CH:10]([NH:14][CH2:15][C:16]2[C:24]3[C:23]([C:25]([O:27]C)=[O:26])=[CH:22][CH:21]=[N:20][C:19]=3[NH:18][CH:17]=2)[CH2:9]1)=[O:7])([CH3:4])([CH3:3])[CH3:2].[Li+].[OH-], predict the reaction product. The product is: [C:1]([O:5][C:6]([N:8]1[CH2:13][CH2:12][CH2:11][CH:10]([NH:14][CH2:15][C:16]2[C:24]3[C:23]([C:25]([OH:27])=[O:26])=[CH:22][CH:21]=[N:20][C:19]=3[NH:18][CH:17]=2)[CH2:9]1)=[O:7])([CH3:4])([CH3:2])[CH3:3]. (3) Given the reactants [Cl:1][C:2]1[C:7]([F:8])=[CH:6][CH:5]=[C:4]([Cl:9])[C:3]=1[CH:10]([O:12][C:13]1[C:14]([NH2:30])=[N:15][CH:16]=[C:17]([C:19]2[N:20]=[N:21][N:22]([CH:24]3[CH2:29][CH2:28][NH:27][CH2:26][CH2:25]3)[CH:23]=2)[CH:18]=1)[CH3:11].CN(C)C=O.C(=O)([O-])[O-].[K+].[K+].[CH2:42](Br)[C:43]1[CH:48]=[CH:47][CH:46]=[CH:45][CH:44]=1, predict the reaction product. The product is: [Cl:1][C:2]1[C:7]([F:8])=[CH:6][CH:5]=[C:4]([Cl:9])[C:3]=1[CH:10]([O:12][C:13]1[C:14]([NH2:30])=[N:15][CH:16]=[C:17]([C:19]2[N:20]=[N:21][N:22]([CH:24]3[CH2:29][CH2:28][N:27]([CH2:42][C:43]4[CH:48]=[CH:47][CH:46]=[CH:45][CH:44]=4)[CH2:26][CH2:25]3)[CH:23]=2)[CH:18]=1)[CH3:11]. (4) Given the reactants C(=O)([O-])[O-].[K+].[K+].[Cl:7][C:8]1[CH:13]=[CH:12][C:11]([OH:14])=[CH:10][CH:9]=1.F[C:16]1[CH:22]=[CH:21][C:19]([NH2:20])=[CH:18][C:17]=1[N+:23]([O-:25])=[O:24].O, predict the reaction product. The product is: [Cl:7][C:8]1[CH:13]=[CH:12][C:11]([O:14][C:16]2[CH:22]=[CH:21][C:19]([NH2:20])=[CH:18][C:17]=2[N+:23]([O-:25])=[O:24])=[CH:10][CH:9]=1. (5) Given the reactants N[C:2]1[S:3][CH:4]=[C:5]([CH2:7][O:8][N:9]2[C:17](=[O:18])[C:16]3[C:11](=[CH:12][CH:13]=[CH:14][CH:15]=3)[C:10]2=[O:19])[N:6]=1.[Na+].[Br-:21].N(OC(C)(C)C)=O, predict the reaction product. The product is: [Br:21][C:2]1[S:3][CH:4]=[C:5]([CH2:7][O:8][N:9]2[C:17](=[O:18])[C:16]3[C:11](=[CH:12][CH:13]=[CH:14][CH:15]=3)[C:10]2=[O:19])[N:6]=1. (6) The product is: [O:18]1[CH2:19][CH2:20][CH2:21][CH2:22][CH:17]1[N:12]1[CH:11]=[N:10][C:9]2[C:13]1=[N:14][CH:15]=[N:16][C:8]=2[C:7]1[C:2]([C:30]2[N:29]=[CH:28][C:27]3[C:32](=[C:33]([NH2:34])[CH:24]=[CH:25][CH:26]=3)[N:31]=2)=[N:3][CH:4]=[CH:5][CH:6]=1. Given the reactants F[C:2]1[C:7]([C:8]2[N:16]=[CH:15][N:14]=[C:13]3[C:9]=2[N:10]=[CH:11][N:12]3[CH:17]2[CH2:22][CH2:21][CH2:20][CH2:19][O:18]2)=[CH:6][CH:5]=[CH:4][N:3]=1.C[C:24]1[C:33]([NH2:34])=[C:32]2[C:27]([C:28](SC)=[N:29][CH:30]=[N:31]2)=[CH:26][CH:25]=1.[Li+].C[Si]([N-][Si](C)(C)C)(C)C.C1COCC1, predict the reaction product. (7) Given the reactants Br[C:2]1[C:12]([O:13][CH2:14][CH2:15][CH3:16])=[CH:11][C:5]([C:6]([O:8][CH2:9][CH3:10])=[O:7])=[CH:4][C:3]=1[OH:17].P([O-])([O-])([O-])=O.[K+].[K+].[K+].[F:26][C:27]1[CH:32]=[CH:31][C:30](B(O)O)=[CH:29][CH:28]=1.C1(P(C2CCCCC2)C2CCCCC2)CCCCC1, predict the reaction product. The product is: [F:26][C:27]1[CH:32]=[CH:31][C:30]([C:2]2[C:12]([O:13][CH2:14][CH2:15][CH3:16])=[CH:11][C:5]([C:6]([O:8][CH2:9][CH3:10])=[O:7])=[CH:4][C:3]=2[OH:17])=[CH:29][CH:28]=1. (8) The product is: [OH:52][B:1]1[C:5]2[CH:6]=[CH:7][C:8]([CH2:10][NH:11][C:21]([C:19]3[O:18][N:17]=[C:16]([C:12]([CH3:15])([CH3:14])[CH3:13])[N:20]=3)=[O:22])=[CH:9][C:4]=2[CH2:3][O:2]1. Given the reactants [B:1]1[O:2][CH:3]=[C:4]2[CH:9]=[C:8]([CH2:10][NH2:11])[CH:7]=[CH:6][C:5]=12.[C:12]([C:16]1[N:20]=[C:19]([C:21](O)=[O:22])[O:18][N:17]=1)([CH3:15])([CH3:14])[CH3:13].C1CN([P+](Br)(N2CCCC2)N2CCCC2)CC1.F[P-](F)(F)(F)(F)F.CN(C=[O:52])C.CCN(C(C)C)C(C)C, predict the reaction product. (9) Given the reactants [CH:1]1([C:4]2[CH:5]=[C:6]([CH:28]=[C:29]([O:32][CH2:33][CH3:34])[C:30]=2I)[CH2:7][N:8]2[CH2:11][C:10]3([CH2:15][C:14]([N:16]4[CH2:21][CH2:20][C:19]([CH3:27])([C:22]([O:24]CC)=[O:23])[CH2:18][CH2:17]4)=[N:13][O:12]3)[CH2:9]2)[CH2:3][CH2:2]1.[F:35][C:36]1[C:41](B(O)O)=[CH:40][CH:39]=[CH:38][N:37]=1, predict the reaction product. The product is: [CH:1]1([C:4]2[CH:5]=[C:6]([CH:28]=[C:29]([O:32][CH2:33][CH3:34])[C:30]=2[C:41]2[C:36]([F:35])=[N:37][CH:38]=[CH:39][CH:40]=2)[CH2:7][N:8]2[CH2:11][C:10]3([CH2:15][C:14]([N:16]4[CH2:17][CH2:18][C:19]([CH3:27])([C:22]([OH:24])=[O:23])[CH2:20][CH2:21]4)=[N:13][O:12]3)[CH2:9]2)[CH2:2][CH2:3]1. (10) Given the reactants [F:1][CH:2]1[CH2:7][CH2:6][N:5]([CH2:8][CH2:9][O:10][C:11]2[CH:16]=[CH:15][C:14]([NH2:17])=[CH:13][C:12]=2[C:18]2[N:19]([CH3:23])[N:20]=[CH:21][CH:22]=2)[CH2:4][CH2:3]1.[F:24][C:25]1[CH:33]=[CH:32][C:28]([C:29](Cl)=[O:30])=[CH:27][C:26]=1[Cl:34].C(N(CC)CC)C, predict the reaction product. The product is: [Cl:34][C:26]1[CH:27]=[C:28]([CH:32]=[CH:33][C:25]=1[F:24])[C:29]([NH:17][C:14]1[CH:15]=[CH:16][C:11]([O:10][CH2:9][CH2:8][N:5]2[CH2:6][CH2:7][CH:2]([F:1])[CH2:3][CH2:4]2)=[C:12]([C:18]2[N:19]([CH3:23])[N:20]=[CH:21][CH:22]=2)[CH:13]=1)=[O:30].